Predict the product of the given reaction. From a dataset of Forward reaction prediction with 1.9M reactions from USPTO patents (1976-2016). (1) Given the reactants [F:1][C:2]1[CH:3]=[C:4]([C:14]2([OH:21])[CH2:17][CH:16]([C:18]([OH:20])=O)[CH2:15]2)[CH:5]=[CH:6][C:7]=1[CH2:8][N:9]1[CH2:13][CH2:12][CH2:11][CH2:10]1.[CH2:22]([NH2:26])[CH:23]([CH3:25])[CH3:24].C(P1(=O)OP(CCC)(=O)OP(CCC)(=O)O1)CC.C([O-])(O)=O.[Na+], predict the reaction product. The product is: [CH2:22]([NH:26][C:18]([CH:16]1[CH2:17][C:14]([C:4]2[CH:5]=[CH:6][C:7]([CH2:8][N:9]3[CH2:10][CH2:11][CH2:12][CH2:13]3)=[C:2]([F:1])[CH:3]=2)([OH:21])[CH2:15]1)=[O:20])[CH:23]([CH3:25])[CH3:24]. (2) Given the reactants [S:1]1[C:5]2[CH:6]=[CH:7][CH:8]=[CH:9][C:4]=2[N:3]=[C:2]1[CH2:10][C:11]#[N:12].[C:13]([C:15]1[CH:22]=[CH:21][C:18]([CH:19]=O)=[CH:17][CH:16]=1)#[N:14].N1CCCCC1, predict the reaction product. The product is: [S:1]1[C:5]2[CH:6]=[CH:7][CH:8]=[CH:9][C:4]=2[N:3]=[C:2]1/[C:10](/[C:11]#[N:12])=[CH:19]\[C:18]1[CH:21]=[CH:22][C:15]([C:13]#[N:14])=[CH:16][CH:17]=1.